This data is from Forward reaction prediction with 1.9M reactions from USPTO patents (1976-2016). The task is: Predict the product of the given reaction. Given the reactants [F:1][C:2]1[CH:9]=[C:8]([C:10]#[C:11][C:12]2[S:13][C:14]3[CH:20]=[C:19]([O:21]C)[CH:18]=[CH:17][C:15]=3[N:16]=2)[CH:7]=[CH:6][C:3]=1[NH:4][CH3:5].B(Br)(Br)Br.C([O-])(O)=O.[Na+], predict the reaction product. The product is: [F:1][C:2]1[CH:9]=[C:8]([C:10]#[C:11][C:12]2[S:13][C:14]3[CH:20]=[C:19]([OH:21])[CH:18]=[CH:17][C:15]=3[N:16]=2)[CH:7]=[CH:6][C:3]=1[NH:4][CH3:5].